Dataset: NCI-60 drug combinations with 297,098 pairs across 59 cell lines. Task: Regression. Given two drug SMILES strings and cell line genomic features, predict the synergy score measuring deviation from expected non-interaction effect. (1) Drug 1: CC1C(C(CC(O1)OC2CC(CC3=C2C(=C4C(=C3O)C(=O)C5=C(C4=O)C(=CC=C5)OC)O)(C(=O)CO)O)N)O.Cl. Drug 2: C1CC(=O)NC(=O)C1N2C(=O)C3=CC=CC=C3C2=O. Cell line: BT-549. Synergy scores: CSS=6.47, Synergy_ZIP=1.09, Synergy_Bliss=-0.785, Synergy_Loewe=4.82, Synergy_HSA=0.696. (2) Drug 1: C1CN1P(=S)(N2CC2)N3CC3. Drug 2: CC(C)CN1C=NC2=C1C3=CC=CC=C3N=C2N. Cell line: CCRF-CEM. Synergy scores: CSS=51.7, Synergy_ZIP=1.06, Synergy_Bliss=1.58, Synergy_Loewe=2.10, Synergy_HSA=2.06. (3) Drug 1: C1CC(C1)(C(=O)O)C(=O)O.[NH2-].[NH2-].[Pt+2]. Drug 2: CCC1=C2CN3C(=CC4=C(C3=O)COC(=O)C4(CC)O)C2=NC5=C1C=C(C=C5)O. Cell line: MDA-MB-435. Synergy scores: CSS=13.9, Synergy_ZIP=-6.01, Synergy_Bliss=-3.61, Synergy_Loewe=-10.3, Synergy_HSA=-2.45. (4) Drug 1: CN1CCC(CC1)COC2=C(C=C3C(=C2)N=CN=C3NC4=C(C=C(C=C4)Br)F)OC. Drug 2: C1CC(=O)NC(=O)C1N2CC3=C(C2=O)C=CC=C3N. Cell line: SNB-75. Synergy scores: CSS=8.51, Synergy_ZIP=-2.96, Synergy_Bliss=-0.127, Synergy_Loewe=0.558, Synergy_HSA=1.22.